From a dataset of Forward reaction prediction with 1.9M reactions from USPTO patents (1976-2016). Predict the product of the given reaction. (1) Given the reactants C([O:8][C@@H:9]1[CH2:14][N:13]2[N:15]=[C:16]([C:32]3[CH:37]=[CH:36][C:35]([F:38])=[CH:34][CH:33]=3)[C:17]([C:18]3[CH:19]=[CH:20][C:21](=[O:31])[N:22]([C:24]4[CH:29]=[CH:28][CH:27]=[CH:26][C:25]=4[CH3:30])[N:23]=3)=[C:12]2[NH:11][CH2:10]1)C1C=CC=CC=1, predict the reaction product. The product is: [F:38][C:35]1[CH:34]=[CH:33][C:32]([C:16]2[C:17]([C:18]3[CH:19]=[CH:20][C:21](=[O:31])[N:22]([C:24]4[CH:29]=[CH:28][CH:27]=[CH:26][C:25]=4[CH3:30])[N:23]=3)=[C:12]3[NH:11][CH2:10][C@H:9]([OH:8])[CH2:14][N:13]3[N:15]=2)=[CH:37][CH:36]=1. (2) Given the reactants [C:1]([Si:5]([CH3:13])([CH3:12])[O:6][CH2:7][C:8]#[C:9][CH2:10]O)([CH3:4])([CH3:3])[CH3:2].C1CCN2C(=[N:18]CCC2)CC1.C1C=CC(P(N=[N+]=[N-])(C2C=CC=CC=2)=O)=CC=1.C([O-])(O)=O.[Na+].C1(P(C2C=CC=CC=2)C2C=CC=CC=2)C=CC=CC=1.[N-]=[N+]=[N-], predict the reaction product. The product is: [C:1]([Si:5]([CH3:13])([CH3:12])[O:6][CH2:7][C:8]#[C:9][CH2:10][NH2:18])([CH3:4])([CH3:3])[CH3:2]. (3) The product is: [C:1]([O:5][C:6](=[O:21])[CH2:7][C:8]1([CH2:17][NH2:18])[CH2:14][CH:13]2[CH:9]1[CH:10]=[C:11]([CH2:15][CH3:16])[CH2:12]2)([CH3:3])([CH3:2])[CH3:4]. Given the reactants [C:1]([O:5][C:6](=[O:21])[CH2:7][C:8]1([CH2:17][N+:18]([O-])=O)[CH2:14][CH:13]2[CH:9]1[CH:10]=[C:11]([CH2:15][CH3:16])[CH2:12]2)([CH3:4])([CH3:3])[CH3:2].[H][H], predict the reaction product.